Dataset: hERG potassium channel inhibition data for cardiac toxicity prediction from Karim et al.. Task: Regression/Classification. Given a drug SMILES string, predict its toxicity properties. Task type varies by dataset: regression for continuous values (e.g., LD50, hERG inhibition percentage) or binary classification for toxic/non-toxic outcomes (e.g., AMES mutagenicity, cardiotoxicity, hepatotoxicity). Dataset: herg_karim. (1) The compound is CC(C(=O)N[C@]1(c2ccccc2)CC[C@@H](N2CCC(O)CC2)CC1)c1cc(C(F)(F)F)cc(C(F)(F)F)c1. The result is 1 (blocker). (2) The drug is O=C(O)COc1ccc(N2CCC(CN3CCC(Oc4ccc(Cl)c(Cl)c4)CC3)CC2)cc1. The result is 0 (non-blocker). (3) The compound is CCN(C(=O)c1cccc(Cl)c1Cl)[C@H]1CCNC1. The result is 0 (non-blocker). (4) The compound is O=C(Nc1ccc(-c2nnc(NCCCN3CCCCC3)o2)c(C(F)(F)F)c1)c1ccccc1F. The result is 1 (blocker). (5) The drug is CCCCc1oc2ccccc2c1C(=O)c1cc(I)c(OCCN2CCCCC2)c(I)c1. The result is 1 (blocker). (6) The drug is O=C(NC1CCCCC1)[C@H](C1CCCCC1)n1c(-c2ccc(Cl)cc2)nc2cc(F)c(F)cc21. The result is 1 (blocker).